This data is from Reaction yield outcomes from USPTO patents with 853,638 reactions. The task is: Predict the reaction yield, written as a fraction of the theoretical maximum amount of product (1.0 means a 100% yield; for example, 0.34 means a 34% yield). (1) The product is [CH3:1][N:2]1[C:6]([C:7]([NH:9][C:10]2[CH:11]=[C:12]([C:16]#[C:17][C:18]3[CH:26]=[C:22]([C:23]([N:31]=[S:29]([C:32]4[CH:33]=[CH:34][C:35]([CH2:38][CH2:39][C:40]([O:42][CH3:43])=[O:41])=[CH:36][CH:37]=4)([CH3:28])=[O:30])=[O:24])[CH:21]=[N:20][CH:19]=3)[CH:13]=[CH:14][CH:15]=2)=[O:8])=[CH:5][C:4]([CH3:27])=[N:3]1. The catalyst is CN(C=O)C.CCOC(C)=O. The yield is 0.450. The reactants are [CH3:1][N:2]1[C:6]([C:7]([NH:9][C:10]2[CH:11]=[C:12]([C:16]#[C:17][C:18]3[CH:19]=[N:20][CH:21]=[C:22]([CH:26]=3)[C:23](O)=[O:24])[CH:13]=[CH:14][CH:15]=2)=[O:8])=[CH:5][C:4]([CH3:27])=[N:3]1.[CH3:28][S:29]([C:32]1[CH:37]=[CH:36][C:35]([CH2:38][CH2:39][C:40]([O:42][CH3:43])=[O:41])=[CH:34][CH:33]=1)(=[NH:31])=[O:30].F[P-](F)(F)(F)(F)F.N1(O[P+](N(C)C)(N(C)C)N(C)C)C2C=CC=CC=2N=N1.CCN(C(C)C)C(C)C. (2) The reactants are [C:1]([NH:8][CH2:9][CH2:10][CH2:11][OH:12])([O:3][C:4]([CH3:7])([CH3:6])[CH3:5])=[O:2].CC(OI1(OC(C)=O)(OC(C)=O)OC(=O)C2C=CC=CC1=2)=O.[O-]S([O-])(=S)=O.[Na+].[Na+]. The catalyst is O.CCOCC.C([O-])(O)=O.[Na+]. The product is [C:1]([NH:8][CH2:9][CH2:10][CH:11]=[O:12])([O:3][C:4]([CH3:5])([CH3:6])[CH3:7])=[O:2]. The yield is 0.856. (3) The reactants are [O:1]=[C:2]1[CH2:6][S:5][C:4](=[S:7])[N:3]1[CH:8]1[CH2:13][CH2:12][CH2:11][CH:10]([C:14]([OH:16])=[O:15])[CH2:9]1.[CH2:17]([C:24]1[CH:29]=[CH:28][C:27]([C:30]2[O:34][C:33]([CH:35]=O)=[CH:32][CH:31]=2)=[CH:26][CH:25]=1)[C:18]1[CH:23]=[CH:22][CH:21]=[CH:20][CH:19]=1.C(O)C. The catalyst is CO.ClCCl.[Cl-].[NH4+]. The product is [CH2:17]([C:24]1[CH:29]=[CH:28][C:27]([C:30]2[O:34][C:33]([CH:35]=[C:6]3[S:5][C:4](=[S:7])[N:3]([CH:8]4[CH2:13][CH2:12][CH2:11][CH:10]([C:14]([OH:16])=[O:15])[CH2:9]4)[C:2]3=[O:1])=[CH:32][CH:31]=2)=[CH:26][CH:25]=1)[C:18]1[CH:19]=[CH:20][CH:21]=[CH:22][CH:23]=1. The yield is 0.640. (4) The reactants are [N+]([C:4]1[CH:5]=[C:6]2[C:11](=[CH:12][CH:13]=1)[N:10]=[N:9][CH:8]=[C:7]2[N:14]([CH2:28][CH2:29][N:30]([CH3:32])[CH3:31])[C:15](=[O:27])[C:16]1[CH:21]=[C:20]([O:22][CH3:23])[C:19]([O:24][CH3:25])=[CH:18][C:17]=1I)([O-])=O.C(Cl)(=O)C(Cl)=O.COC1C=C(C(I)=CC=1OC)C(O)=O.CN(C)CCNC1C2C(=CC=CC=2)N=NC=1.C(N(CC)CC)C. The catalyst is C(Cl)Cl. The product is [CH3:32][N:30]([CH3:31])[CH2:29][CH2:28][N:14]1[C:15](=[O:27])[C:16]2[CH:21]=[C:20]([O:22][CH3:23])[C:19]([O:24][CH3:25])=[CH:18][C:17]=2[C:8]2[C:7]1=[C:6]1[C:11](=[N:10][N:9]=2)[CH:12]=[CH:13][CH:4]=[CH:5]1. The yield is 0.0800. (5) The reactants are I[C:2]1[CH:7]=[CH:6][CH:5]=[CH:4][C:3]=1[CH3:8].BrC1C=CC(F)=CC=1C.[Cl:18][C:19]1[C:20]([CH3:26])=[C:21]([OH:25])[CH:22]=[CH:23][CH:24]=1. No catalyst specified. The product is [Cl:18][C:19]1[CH:24]=[CH:23][CH:22]=[C:21]([O:25][C:2]2[CH:7]=[CH:6][CH:5]=[CH:4][C:3]=2[CH3:8])[C:20]=1[CH3:26]. The yield is 0.860. (6) The reactants are [ClH:1].C(N(CC)CCNC(C1C=CC2C(=CC=C(I)C=2)C=1)=O)C.[CH2:23]([N:25]([CH2:43][CH3:44])[CH2:26][CH2:27][NH:28][C:29]([C:31]1[C:40](=[O:41])[C:39]2[C:34](=[CH:35][CH:36]=[C:37]([I:42])[CH:38]=2)[NH:33][CH:32]=1)=[O:30])[CH3:24].[K+].[Br-]. No catalyst specified. The product is [ClH:1].[ClH:1].[CH2:43]([N:25]([CH2:23][CH3:24])[CH2:26][CH2:27][NH:28][C:29]([C:31]1[C:40](=[O:41])[C:39]2[C:34](=[CH:35][CH:36]=[C:37]([I:42])[CH:38]=2)[NH:33][CH:32]=1)=[O:30])[CH3:44]. The yield is 0.920. (7) The reactants are [Br:1][C:2]1[CH:3]=[C:4]2[C:9](=[CH:10][CH:11]=1)[CH:8]=[C:7]([C:12]([OH:14])=O)[CH:6]=[CH:5]2.[NH3:15]. The catalyst is S(Cl)(Cl)=O. The product is [Br:1][C:2]1[CH:3]=[C:4]2[C:9](=[CH:10][CH:11]=1)[CH:8]=[C:7]([C:12]([NH2:15])=[O:14])[CH:6]=[CH:5]2. The yield is 0.900. (8) The reactants are [F:1][C:2]1[CH:3]=[C:4]2[C:8](=[CH:9][CH:10]=1)[NH:7][CH:6]=[CH:5]2.C([Li])CCC.[C:24](O[C:24]([O:26][C:27]([CH3:30])([CH3:29])[CH3:28])=[O:25])([O:26][C:27]([CH3:30])([CH3:29])[CH3:28])=[O:25].CC1(C)CCCC(C)(C)N1.C(O[B:45]1[O:49][C:48]([CH3:51])([CH3:50])[C:47]([CH3:53])([CH3:52])[O:46]1)(C)C.[Li]N1C(C)(C)CCCC1(C)C.C(O)(=O)CC(CC(O)=O)(C(O)=O)O. The catalyst is C1COCC1.[Cl-].[Na+].O. The product is [F:1][C:2]1[CH:3]=[C:4]2[C:8](=[CH:9][CH:10]=1)[N:7]([C:24]([O:26][C:27]([CH3:28])([CH3:29])[CH3:30])=[O:25])[C:6]([B:45]1[O:49][C:48]([CH3:51])([CH3:50])[C:47]([CH3:53])([CH3:52])[O:46]1)=[CH:5]2. The yield is 0.471.